This data is from Full USPTO retrosynthesis dataset with 1.9M reactions from patents (1976-2016). The task is: Predict the reactants needed to synthesize the given product. (1) Given the product [Cl-:8].[Cl:8][C:9]1[CH:10]=[C:11]([CH:41]=[C:42]([C:44]#[N:45])[CH:43]=1)[O:12][C:13]1[C:14](=[O:40])[N:15]([CH2:23][C:24]2[C:32]3[C:27](=[N:28][CH:29]=[CH:30][CH:31]=3)[N:26]([C:33]([N:35]([CH3:39])[CH2:36][CH2:37][NH3+:38])=[O:34])[N:25]=2)[CH:16]=[CH:17][C:18]=1[C:19]([F:20])([F:21])[F:22], predict the reactants needed to synthesize it. The reactants are: FC(F)(F)C([O-])=O.[Cl:8][C:9]1[CH:10]=[C:11]([CH:41]=[C:42]([C:44]#[N:45])[CH:43]=1)[O:12][C:13]1[C:14](=[O:40])[N:15]([CH2:23][C:24]2[C:32]3[C:27](=[N:28][CH:29]=[CH:30][CH:31]=3)[N:26]([C:33]([N:35]([CH3:39])[CH2:36][CH2:37][NH3+:38])=[O:34])[N:25]=2)[CH:16]=[CH:17][C:18]=1[C:19]([F:22])([F:21])[F:20].Cl.O1CCOCC1. (2) The reactants are: [Cl:1][C:2]1[C:11]([C:12]2[CH:16]3[CH2:17][CH2:18][O:19][CH:15]3[O:14][N:13]=2)=[C:10]([S:20]([CH3:23])(=[O:22])=[O:21])[CH:9]=[CH:8][C:3]=1[C:4]([O:6]C)=[O:5].[OH-].[Na+]. Given the product [Cl:1][C:2]1[C:11]([C:12]2[CH:16]3[CH2:17][CH2:18][O:19][CH:15]3[O:14][N:13]=2)=[C:10]([S:20]([CH3:23])(=[O:22])=[O:21])[CH:9]=[CH:8][C:3]=1[C:4]([OH:6])=[O:5], predict the reactants needed to synthesize it. (3) Given the product [O:50]1[CH2:54][CH2:53][CH:52]([CH2:55][NH:56][C:13]([C:10]2[CH:9]=[C:8]([CH2:7][O:6][C:5]3[CH:16]=[CH:17][C:18]([O:19][CH3:20])=[C:3]([O:2][CH3:1])[CH:4]=3)[O:12][N:11]=2)=[O:15])[CH2:51]1, predict the reactants needed to synthesize it. The reactants are: [CH3:1][O:2][C:3]1[CH:4]=[C:5]([CH:16]=[CH:17][C:18]=1[O:19][CH3:20])[O:6][CH2:7][C:8]1[O:12][N:11]=[C:10]([C:13]([OH:15])=O)[CH:9]=1.C(N(CC)CC)C.Cl.C(N=C=NCCCN(C)C)C.ON1C2C=CC=CC=2N=N1.[O:50]1[CH2:54][CH2:53][CH:52]([CH2:55][NH2:56])[CH2:51]1.